This data is from Catalyst prediction with 721,799 reactions and 888 catalyst types from USPTO. The task is: Predict which catalyst facilitates the given reaction. (1) The catalyst class is: 20. Reactant: [N:1]([C:4]1[CH:17]=[C:16]2[C:7]([O:8][C:9]3[C:10]([F:26])=[CH:11][C:12]([O:24][CH3:25])=[CH:13][C:14]=3[C@@:15]32[CH2:22][CH2:21][O:20][C:19]([NH2:23])=[N:18]3)=[CH:6][CH:5]=1)=[N+]=[N-].CP(C)C. Product: [F:26][C:10]1[C:9]2[O:8][C:7]3[C:16](=[CH:17][C:4]([NH2:1])=[CH:5][CH:6]=3)[C@@:15]3([CH2:22][CH2:21][O:20][C:19]([NH2:23])=[N:18]3)[C:14]=2[CH:13]=[C:12]([O:24][CH3:25])[CH:11]=1. (2) Reactant: [CH2:1]([O:8][C:9]([C:18]1[N:23]=[CH:22][C:21]([N:24]2[CH2:29][CH2:28][N:27](C(OC(C)(C)C)=O)[CH2:26][CH2:25]2)=[C:20]([CH2:37][CH2:38][CH3:39])[CH:19]=1)([C:14]([F:17])([F:16])[F:15])[C:10]([F:13])([F:12])[F:11])[C:2]1[CH:7]=[CH:6][CH:5]=[CH:4][CH:3]=1.FC(F)(F)C(O)=O.C(=O)([O-])O.[Na+]. Product: [CH2:1]([O:8][C:9]([C:18]1[N:23]=[CH:22][C:21]([N:24]2[CH2:29][CH2:28][NH:27][CH2:26][CH2:25]2)=[C:20]([CH2:37][CH2:38][CH3:39])[CH:19]=1)([C:10]([F:11])([F:13])[F:12])[C:14]([F:15])([F:16])[F:17])[C:2]1[CH:3]=[CH:4][CH:5]=[CH:6][CH:7]=1. The catalyst class is: 4. (3) Reactant: [Cl:1][C:2]1[CH:7]=[CH:6][C:5]([C:8]([C:25]2[O:29][N:28]=[C:27]([C:30]([NH2:32])=O)[N:26]=2)([N:11]2[C:19]3[C:14](=[C:15]([NH:20][S:21]([CH3:24])(=[O:23])=[O:22])[CH:16]=[CH:17][CH:18]=3)[CH:13]=[N:12]2)[CH2:9][CH3:10])=[CH:4][CH:3]=1.O=P(Cl)(Cl)Cl. Product: [Cl:1][C:2]1[CH:3]=[CH:4][C:5]([C:8]([N:11]2[C:19]3[C:14](=[C:15]([NH:20][S:21]([CH3:24])(=[O:23])=[O:22])[CH:16]=[CH:17][CH:18]=3)[CH:13]=[N:12]2)([C:25]2[O:29][N:28]=[C:27]([C:30]#[N:32])[N:26]=2)[CH2:9][CH3:10])=[CH:6][CH:7]=1. The catalyst class is: 17.